Task: Predict which catalyst facilitates the given reaction.. Dataset: Catalyst prediction with 721,799 reactions and 888 catalyst types from USPTO Reactant: [Br:1][C:2]1[C:10]2[O:9][CH2:8][CH2:7][C:6]=2[CH:5]=[C:4]([CH:11]([C:13]2[CH:18]=[CH:17][C:16]([F:19])=[CH:15][CH:14]=2)O)[CH:3]=1.[SiH](CC)(CC)CC.FC(F)(F)C(O)=O. Product: [Br:1][C:2]1[C:10]2[O:9][CH2:8][CH2:7][C:6]=2[CH:5]=[C:4]([CH2:11][C:13]2[CH:18]=[CH:17][C:16]([F:19])=[CH:15][CH:14]=2)[CH:3]=1. The catalyst class is: 4.